From a dataset of Full USPTO retrosynthesis dataset with 1.9M reactions from patents (1976-2016). Predict the reactants needed to synthesize the given product. Given the product [Cl:15][C:16]1[CH:21]=[CH:20][C:19]([NH:22][C:2]2[CH:7]=[C:6]([C:8]3[CH:13]=[CH:12][CH:11]=[CH:10][CH:9]=3)[N:5]=[C:4]([NH2:14])[N:3]=2)=[CH:18][CH:17]=1, predict the reactants needed to synthesize it. The reactants are: Cl[C:2]1[CH:7]=[C:6]([C:8]2[CH:13]=[CH:12][CH:11]=[CH:10][CH:9]=2)[N:5]=[C:4]([NH2:14])[N:3]=1.[Cl:15][C:16]1[CH:21]=[CH:20][C:19]([NH2:22])=[CH:18][CH:17]=1.